This data is from Peptide-MHC class I binding affinity with 185,985 pairs from IEDB/IMGT. The task is: Regression. Given a peptide amino acid sequence and an MHC pseudo amino acid sequence, predict their binding affinity value. This is MHC class I binding data. (1) The binding affinity (normalized) is 0.0847. The peptide sequence is GRYNLISPK. The MHC is HLA-B57:01 with pseudo-sequence HLA-B57:01. (2) The peptide sequence is ERYFRINSL. The MHC is HLA-A24:02 with pseudo-sequence HLA-A24:02. The binding affinity (normalized) is 0. (3) The peptide sequence is ETIGLVRAL. The MHC is HLA-A23:01 with pseudo-sequence HLA-A23:01. The binding affinity (normalized) is 0.0847.